Dataset: Full USPTO retrosynthesis dataset with 1.9M reactions from patents (1976-2016). Task: Predict the reactants needed to synthesize the given product. (1) Given the product [C:1]([C:5]1[C:12]2[S:11][C:10]([NH:13][C:25]([C:21]3[O:20][CH:24]=[CH:23][CH:22]=3)=[O:26])=[N:9][C:8]=2[NH:7][N:6]=1)([CH3:4])([CH3:2])[CH3:3], predict the reactants needed to synthesize it. The reactants are: [C:1]([C:5]1[C:12]2[S:11][C:10]([NH2:13])=[N:9][C:8]=2[NH:7][N:6]=1)([CH3:4])([CH3:3])[CH3:2].N1C=CC=CC=1.[O:20]1[CH:24]=[CH:23][CH:22]=[C:21]1[C:25](Cl)=[O:26].C(O)C(N)(CO)CO. (2) Given the product [N:12]1[CH:13]=[CH:14][CH:15]=[CH:16][C:11]=1[C:9]([C:6]1[CH:7]=[CH:8][C:3]([O:2][CH3:1])=[N:4][CH:5]=1)=[O:10], predict the reactants needed to synthesize it. The reactants are: [CH3:1][O:2][C:3]1[CH:8]=[CH:7][C:6]([CH:9]([C:11]2[CH:16]=[CH:15][CH:14]=[CH:13][N:12]=2)[OH:10])=[CH:5][N:4]=1.